From a dataset of Forward reaction prediction with 1.9M reactions from USPTO patents (1976-2016). Predict the product of the given reaction. (1) Given the reactants [CH:1]1[CH:6]=[CH:5][C:4]([CH2:7][CH2:8][NH2:9])=[CH:3][CH:2]=1.[Br:10][C:11]1[C:19]([CH3:20])=[CH:18][CH:17]=[CH:16][C:12]=1[C:13](Cl)=[O:14], predict the reaction product. The product is: [Br:10][C:11]1[C:19]([CH3:20])=[CH:18][CH:17]=[CH:16][C:12]=1[C:13]([NH:9][CH2:8][CH2:7][C:4]1[CH:5]=[CH:6][CH:1]=[CH:2][CH:3]=1)=[O:14]. (2) The product is: [CH2:1]([C:4]1[CH:9]=[CH:8][C:7]([OH:10])=[C:6]([CH3:11])[CH:5]=1)[CH3:2]. Given the reactants [C:1]([C:4]1[CH:9]=[CH:8][C:7]([OH:10])=[C:6]([CH3:11])[CH:5]=1)(=O)[CH3:2], predict the reaction product. (3) Given the reactants [C:1]([O:5][C:6](=[O:31])[CH2:7][C:8]1[CH:24]=[CH:23][C:11]([O:12][C:13]2[CH:22]=[CH:21][C:16]([C:17]([O:19]C)=[O:18])=[CH:15][CH:14]=2)=[C:10]([CH2:25][NH:26][S:27]([CH3:30])(=[O:29])=[O:28])[CH:9]=1)([CH3:4])([CH3:3])[CH3:2].O[Li].O, predict the reaction product. The product is: [C:1]([O:5][C:6](=[O:31])[CH2:7][C:8]1[CH:24]=[CH:23][C:11]([O:12][C:13]2[CH:22]=[CH:21][C:16]([C:17]([OH:19])=[O:18])=[CH:15][CH:14]=2)=[C:10]([CH2:25][NH:26][S:27]([CH3:30])(=[O:29])=[O:28])[CH:9]=1)([CH3:3])([CH3:4])[CH3:2].